Dataset: Full USPTO retrosynthesis dataset with 1.9M reactions from patents (1976-2016). Task: Predict the reactants needed to synthesize the given product. (1) Given the product [Cl:13][C:14]1[CH:26]=[N:25][C:17]2[NH:18][C:19]3[CH2:24][CH2:23][N:22]([S:9]([C:5]4[CH:4]=[C:3]([CH:8]=[CH:7][CH:6]=4)[C:1]#[N:2])(=[O:11])=[O:10])[CH2:21][C:20]=3[C:16]=2[CH:15]=1, predict the reactants needed to synthesize it. The reactants are: [C:1]([C:3]1[CH:4]=[C:5]([S:9](Cl)(=[O:11])=[O:10])[CH:6]=[CH:7][CH:8]=1)#[N:2].[Cl:13][C:14]1[CH:26]=[N:25][C:17]2[NH:18][C:19]3[CH2:24][CH2:23][NH:22][CH2:21][C:20]=3[C:16]=2[CH:15]=1.O. (2) Given the product [C:37]([O:6][C:7]1[CH:8]=[CH:9][C:10]([C:13]2[CH:18]=[CH:17][CH:16]=[C:15]([C:19]3[CH:24]=[CH:23][C:22]([O:25][C:1](=[O:4])[CH:2]=[CH2:3])=[CH:21][CH:20]=3)[CH:14]=2)=[CH:11][CH:12]=1)(=[O:34])[CH:31]=[CH2:32], predict the reactants needed to synthesize it. The reactants are: [C:1](Cl)(=[O:4])[CH:2]=[CH2:3].[OH:6][C:7]1[CH:12]=[CH:11][C:10]([C:13]2[CH:18]=[CH:17][CH:16]=[C:15]([C:19]3[CH:24]=[CH:23][C:22]([OH:25])=[CH:21][CH:20]=3)[CH:14]=2)=[CH:9][CH:8]=1.C(N([CH2:31][CH3:32])CC)C.Cl.[OH-:34].[Na+].Cl[CH2:37]Cl.